This data is from Forward reaction prediction with 1.9M reactions from USPTO patents (1976-2016). The task is: Predict the product of the given reaction. (1) Given the reactants Br[C:2]1[CH:14]=[N:13][C:12]2[C:11]3[CH:10]=[CH:9][C:8]([C:15]4([O:19][Si:20]([C:23]([CH3:26])([CH3:25])[CH3:24])([CH3:22])[CH3:21])[CH2:18][O:17][CH2:16]4)=[CH:7][C:6]=3[NH:5][C:4]=2[CH:3]=1.[CH3:27][C:28]1[C:32](B(O)O)=[C:31]([CH3:36])[O:30][N:29]=1.P([O-])([O-])([O-])=O.[K+].[K+].[K+], predict the reaction product. The product is: [Si:20]([O:19][C:15]1([C:8]2[CH:9]=[CH:10][C:11]3[C:12]4[N:13]=[CH:14][C:2]([C:32]5[C:28]([CH3:27])=[N:29][O:30][C:31]=5[CH3:36])=[CH:3][C:4]=4[NH:5][C:6]=3[CH:7]=2)[CH2:18][O:17][CH2:16]1)([C:23]([CH3:25])([CH3:24])[CH3:26])([CH3:22])[CH3:21]. (2) Given the reactants [CH3:1][O:2][C:3]1[CH:25]=[CH:24][C:23]([C:26]2[CH:31]=[CH:30][N:29]=[C:28]([CH3:32])[CH:27]=2)=[CH:22][C:4]=1[CH2:5][NH:6][CH:7]1[CH2:12][CH2:11][CH:10]([N:13]([CH3:21])[C:14](=[O:20])[O:15][C:16]([CH3:19])([CH3:18])[CH3:17])[CH2:9][CH2:8]1.[Cl:33][C:34]1[C:35]2[C:45]([F:46])=[CH:44][CH:43]=[CH:42][C:36]=2[S:37][C:38]=1[C:39](Cl)=[O:40], predict the reaction product. The product is: [Cl:33][C:34]1[C:35]2[C:45]([F:46])=[CH:44][CH:43]=[CH:42][C:36]=2[S:37][C:38]=1[C:39]([N:6]([CH2:5][C:4]1[CH:22]=[C:23]([C:26]2[CH:31]=[CH:30][N:29]=[C:28]([CH3:32])[CH:27]=2)[CH:24]=[CH:25][C:3]=1[O:2][CH3:1])[CH:7]1[CH2:8][CH2:9][CH:10]([N:13]([CH3:21])[C:14](=[O:20])[O:15][C:16]([CH3:19])([CH3:18])[CH3:17])[CH2:11][CH2:12]1)=[O:40]. (3) The product is: [N:38]1[CH:43]=[C:42]([C:6]2[CH:11]=[CH:10][N:9]=[C:8]([C:12]([NH:31][C:30]3[CH:32]=[CH:33][C:27]([O:26][C:25]([F:34])([F:35])[F:24])=[CH:28][CH:29]=3)=[O:14])[CH:7]=2)[CH:41]=[N:40][CH:39]=1. Given the reactants O=S(Cl)Cl.I[C:6]1[CH:11]=[CH:10][N:9]=[C:8]([C:12]([OH:14])=O)[CH:7]=1.CCN(C(C)C)C(C)C.[F:24][C:25]([F:35])([F:34])[O:26][C:27]1[CH:33]=[CH:32][C:30]([NH2:31])=[CH:29][CH:28]=1.[NH4+].[Cl-].[N:38]1[CH:43]=[C:42](B(O)O)[CH:41]=[N:40][CH:39]=1.C([O-])([O-])=O.[Na+].[Na+], predict the reaction product. (4) Given the reactants F[C:2]1[CH:7]=[C:6]([F:8])[CH:5]=[CH:4][C:3]=1[C:9]1[N:14]=[CH:13][N:12]=[C:11]([NH:15][C:16]2[CH:21]=[CH:20][CH:19]=[C:18]([CH2:22][S:23]([CH3:26])(=[O:25])=[O:24])[CH:17]=2)[N:10]=1.[CH:27]1([CH2:31][OH:32])[CH2:30][CH2:29][CH2:28]1, predict the reaction product. The product is: [CH:27]1([CH2:31][O:32][C:2]2[CH:7]=[C:6]([F:8])[CH:5]=[CH:4][C:3]=2[C:9]2[N:14]=[CH:13][N:12]=[C:11]([NH:15][C:16]3[CH:21]=[CH:20][CH:19]=[C:18]([CH2:22][S:23]([CH3:26])(=[O:25])=[O:24])[CH:17]=3)[N:10]=2)[CH2:30][CH2:29][CH2:28]1. (5) Given the reactants [CH3:1][C:2]1[CH:3]=[C:4]2[C:8](=[CH:9][CH:10]=1)[NH:7][C:6](=[O:11])[C:5]2=O.[CH:13]1[C:18]([NH:19][NH2:20])=[CH:17][CH:16]=[C:15]([S:21]([NH2:24])(=[O:23])=[O:22])[CH:14]=1.Cl, predict the reaction product. The product is: [CH3:1][C:2]1[CH:3]=[C:4]2[C:8](=[CH:9][CH:10]=1)[NH:7][C:6](=[O:11])[C:5]2=[N:20][NH:19][C:18]1[CH:17]=[CH:16][C:15]([S:21]([NH2:24])(=[O:22])=[O:23])=[CH:14][CH:13]=1. (6) Given the reactants [CH3:1][O:2][C:3]1[CH:12]=[C:11]2[C:6]([C:7](=O)[C@@:8]([C:14]3[CH:19]=[CH:18][C:17]([O:20][CH3:21])=[CH:16][CH:15]=3)([CH3:13])[CH2:9][S:10]2)=[CH:5][CH:4]=1.[H-].[Al+3].[Li+].[H-].[H-].[H-].[Cl-].[NH4+].[CH2:31]([Si](C)(C)C)[CH:32]=[CH2:33], predict the reaction product. The product is: [CH3:1][O:2][C:3]1[CH:12]=[C:11]2[C:6]([C@H:7]([CH2:33][CH:32]=[CH2:31])[C@@:8]([C:14]3[CH:19]=[CH:18][C:17]([O:20][CH3:21])=[CH:16][CH:15]=3)([CH3:13])[CH2:9][S:10]2)=[CH:5][CH:4]=1. (7) Given the reactants [CH3:1][S:2][C:3]1[CH:8]=[CH:7][C:6](B2OC(C)(C)C(C)(C)O2)=[CH:5][N:4]=1.Cl[C:19]1[N:20]=[C:21]2[C:26](=[CH:27][CH:28]=1)[N:25]=[CH:24][C:23]1[CH:29]=[CH:30][C:31](=[O:43])[N:32]([C:33]3[CH:38]=[CH:37][CH:36]=[C:35]([C:39]([F:42])([F:41])[F:40])[CH:34]=3)[C:22]2=1.C(=O)([O-])[O-].[Na+].[Na+], predict the reaction product. The product is: [CH3:1][S:2][C:3]1[N:4]=[CH:5][C:6]([C:19]2[N:20]=[C:21]3[C:26](=[CH:27][CH:28]=2)[N:25]=[CH:24][C:23]2[CH:29]=[CH:30][C:31](=[O:43])[N:32]([C:33]4[CH:38]=[CH:37][CH:36]=[C:35]([C:39]([F:41])([F:40])[F:42])[CH:34]=4)[C:22]3=2)=[CH:7][CH:8]=1. (8) Given the reactants C(CCC1C=CC([C:12]2[C:13]([CH3:43])([CH3:42])[C@H:14]3[C@:27]([CH3:30])([CH2:28][CH:29]=2)[C@@H:26]2[C@:17]([CH3:41])([C@@:18]4([CH3:40])[C@H:23]([CH2:24][CH2:25]2)[C@H:22]2[C@H:31]([C:34]([CH3:36])=[CH2:35])[CH2:32][CH2:33][C@:21]2([C:37]([OH:39])=[O:38])[CH2:20][CH2:19]4)[CH2:16][CH2:15]3)=CC=1)(O)=O.B([C:47]1[CH:55]=[CH:54][C:50]([C:51]([OH:53])=[O:52])=[C:49]([F:56])[CH:48]=1)(O)O.B(O)O, predict the reaction product. The product is: [C:51]([C:50]1[CH:54]=[CH:55][C:47]([C:12]2[C:13]([CH3:43])([CH3:42])[C@H:14]3[C@:27]([CH3:30])([CH2:28][CH:29]=2)[C@@H:26]2[C@:17]([CH3:41])([C@@:18]4([CH3:40])[C@H:23]([CH2:24][CH2:25]2)[C@H:22]2[C@H:31]([C:34]([CH3:36])=[CH2:35])[CH2:32][CH2:33][C@:21]2([C:37]([OH:39])=[O:38])[CH2:20][CH2:19]4)[CH2:16][CH2:15]3)=[CH:48][C:49]=1[F:56])([OH:53])=[O:52].